From a dataset of Forward reaction prediction with 1.9M reactions from USPTO patents (1976-2016). Predict the product of the given reaction. (1) Given the reactants [C:1]([O:5][C@@H:6]([C:12]1[C:13]([CH3:34])=[N:14][C:15]([CH3:33])=[C:16]([C:26]2[CH:31]=[CH:30][C:29]([OH:32])=[CH:28][CH:27]=2)[C:17]=1[N:18]1[CH2:23][CH2:22][C:21]([CH3:25])([CH3:24])[CH2:20][CH2:19]1)[C:7]([O:9]CC)=[O:8])([CH3:4])([CH3:3])[CH3:2].[S:35]1[C:39]([CH2:40]O)=[CH:38][N:37]=[CH:36]1.C1C=CC(P(C2C=CC=CC=2)C2C=CC=CC=2)=CC=1.CCOC(/N=N/C(OCC)=O)=O.[OH-].[Na+], predict the reaction product. The product is: [C:1]([O:5][C@@H:6]([C:12]1[C:13]([CH3:34])=[N:14][C:15]([CH3:33])=[C:16]([C:26]2[CH:27]=[CH:28][C:29]([O:32][CH2:40][C:39]3[S:35][CH:36]=[N:37][CH:38]=3)=[CH:30][CH:31]=2)[C:17]=1[N:18]1[CH2:19][CH2:20][C:21]([CH3:25])([CH3:24])[CH2:22][CH2:23]1)[C:7]([OH:9])=[O:8])([CH3:3])([CH3:2])[CH3:4]. (2) Given the reactants [Cl:1][C:2]1[S:6][C:5]([S:7]([N:10]([CH2:19][C:20]2[CH:29]=[CH:28][C:23]([C:24]([O:26][CH3:27])=[O:25])=[CH:22][CH:21]=2)[CH:11]2[CH2:16][O:15]C(C)(C)[O:13][CH2:12]2)(=[O:9])=[O:8])=[CH:4][CH:3]=1.CO.O.C1(C)C=CC(S(O)(=O)=O)=CC=1.C([O-])([O-])=O.[Na+].[Na+], predict the reaction product. The product is: [Cl:1][C:2]1[S:6][C:5]([S:7]([N:10]([CH2:19][C:20]2[CH:21]=[CH:22][C:23]([C:24]([O:26][CH3:27])=[O:25])=[CH:28][CH:29]=2)[CH:11]([CH2:12][OH:13])[CH2:16][OH:15])(=[O:9])=[O:8])=[CH:4][CH:3]=1. (3) Given the reactants Cl[C:2]1[N:7]=[C:6]([NH2:8])[CH:5]=[CH:4][C:3]=1[O:9][C:10]1[C:19]2[C:14](=[CH:15][C:16]([O:22][CH3:23])=[C:17]([O:20][CH3:21])[CH:18]=2)[N:13]=[CH:12][CH:11]=1.CO.O1CCCC1.C(N(CC)CC)C, predict the reaction product. The product is: [CH3:21][O:20][C:17]1[CH:18]=[C:19]2[C:14](=[CH:15][C:16]=1[O:22][CH3:23])[N:13]=[CH:12][CH:11]=[C:10]2[O:9][C:3]1[CH:4]=[CH:5][C:6]([NH2:8])=[N:7][CH:2]=1.